Predict the reaction yield, written as a fraction of the theoretical maximum amount of product (1.0 means a 100% yield; for example, 0.34 means a 34% yield). From a dataset of Reaction yield outcomes from USPTO patents with 853,638 reactions. (1) The reactants are FC(F)(F)C(O)=O.[CH3:8][O:9][C:10]1[CH:19]=[C:18]2[C:13]([N:14]=[CH:15][C:16]([NH2:20])=[N:17]2)=[CH:12][CH:11]=1.C(N(CC)CC)C.[C:28](N1C=CC=CC1=O)(N1C=CC=CC1=O)=[S:29]. The catalyst is C(Cl)Cl. The product is [N:20]([C:16]1[CH:15]=[N:14][C:13]2[C:18](=[CH:19][C:10]([O:9][CH3:8])=[CH:11][CH:12]=2)[N:17]=1)=[C:28]=[S:29]. The yield is 0.190. (2) The reactants are [CH3:1][NH:2][CH3:3].O1CCCC1.[C:9]([N:13]1[CH:21]=[C:20]2[C:15]([C:16](=[O:40])[NH:17][C:18]3([CH2:26][CH2:25][N:24]([C:27]([C:29]4[CH:38]=[C:37]5[C:32]([CH:33]=[CH:34][C:35](Cl)=[N:36]5)=[CH:31][CH:30]=4)=[O:28])[CH2:23][CH2:22]3)[CH2:19]2)=[N:14]1)([CH3:12])([CH3:11])[CH3:10]. No catalyst specified. The product is [C:9]([N:13]1[CH:21]=[C:20]2[C:15]([C:16](=[O:40])[NH:17][C:18]3([CH2:26][CH2:25][N:24]([C:27]([C:29]4[CH:38]=[C:37]5[C:32]([CH:33]=[CH:34][C:35]([N:2]([CH3:3])[CH3:1])=[N:36]5)=[CH:31][CH:30]=4)=[O:28])[CH2:23][CH2:22]3)[CH2:19]2)=[N:14]1)([CH3:12])([CH3:11])[CH3:10]. The yield is 0.250. (3) The reactants are [CH2:1]([OH:8])[C:2]1[CH:7]=[CH:6][CH:5]=[CH:4][CH:3]=1.[H-].[Na+].[H][H].Cl[C:14]1[C:15]([C:21]#[N:22])=[N:16][CH:17]=[C:18](Cl)[CH:19]=1. The catalyst is C1COCC1. The product is [CH2:1]([O:8][C:14]1[C:15]([C:21]#[N:22])=[N:16][CH:17]=[C:18]([O:8][CH2:1][C:2]2[CH:7]=[CH:6][CH:5]=[CH:4][CH:3]=2)[CH:19]=1)[C:2]1[CH:7]=[CH:6][CH:5]=[CH:4][CH:3]=1. The yield is 0.940. (4) The reactants are [CH3:1][N:2]([CH3:10])[C:3]1[CH:4]=[C:5]([CH3:9])[CH:6]=[CH:7][CH:8]=1.[CH3:11][I:12]. The catalyst is ClC(Cl)C. The product is [I-:12].[CH3:1][N+:2]([CH3:11])([CH3:10])[C:3]1[CH:4]=[C:5]([CH3:9])[CH:6]=[CH:7][CH:8]=1. The yield is 0.720. (5) The reactants are [C:1]([NH2:9])(=[NH:8])[C:2]1[CH:7]=[CH:6][CH:5]=[CH:4][CH:3]=1.C(O[CH:13]=[CH:14][C:15]#[N:16])C. No catalyst specified. The product is [C:2]1([C:1]2[N:9]=[C:15]([NH2:16])[CH:14]=[CH:13][N:8]=2)[CH:7]=[CH:6][CH:5]=[CH:4][CH:3]=1. The yield is 0.618. (6) The reactants are [CH3:1][S:2][C:3]1[CH:8]=[CH:7][C:6]([CH2:9][C:10]([OH:12])=[O:11])=[CH:5][CH:4]=1.S(=O)(=O)(O)O.[CH3:18]O. No catalyst specified. The product is [CH3:18][O:11][C:10](=[O:12])[CH2:9][C:6]1[CH:5]=[CH:4][C:3]([S:2][CH3:1])=[CH:8][CH:7]=1. The yield is 0.920.